From a dataset of Catalyst prediction with 721,799 reactions and 888 catalyst types from USPTO. Predict which catalyst facilitates the given reaction. (1) Reactant: [C:1]([C:5]1[CH:12]=[CH:11][C:8]([CH:9]=O)=[CH:7][CH:6]=1)([CH3:4])([CH3:3])[CH3:2].[Cl:13][C:14]1[CH:19]=[CH:18][CH:17]=[CH:16][C:15]=1[CH2:20][CH2:21][NH2:22].[BH4-].[Na+]. Product: [C:1]([C:5]1[CH:12]=[CH:11][C:8]([CH2:9][NH:22][CH2:21][CH2:20][C:15]2[CH:16]=[CH:17][CH:18]=[CH:19][C:14]=2[Cl:13])=[CH:7][CH:6]=1)([CH3:4])([CH3:3])[CH3:2]. The catalyst class is: 240. (2) Reactant: CCN(C(C)C)C(C)C.Cl[C:11]1[C:12]2[CH:19]=[CH:18][NH:17][C:13]=2[N:14]=[CH:15][N:16]=1.[Br:20][C:21]1[CH:22]=[C:23]([C:28]2([CH2:34][NH2:35])[CH2:33][CH2:32][NH:31][CH2:30][CH2:29]2)[CH:24]=[C:25]([F:27])[CH:26]=1. Product: [Br:20][C:21]1[CH:22]=[C:23]([C:28]2([CH2:34][NH2:35])[CH2:29][CH2:30][N:31]([C:11]3[C:12]4[CH:19]=[CH:18][NH:17][C:13]=4[N:14]=[CH:15][N:16]=3)[CH2:32][CH2:33]2)[CH:24]=[C:25]([F:27])[CH:26]=1. The catalyst class is: 114. (3) Reactant: CC([O-])(C)C.[K+].[C:7]([O:11][C:12](=[O:26])[NH:13][CH2:14][C:15]12[CH2:24][CH:19]3[CH2:20][CH:21]([CH2:23][CH:17]([CH:18]3O)[CH2:16]1)[CH2:22]2)([CH3:10])([CH3:9])[CH3:8].CC1C=CC(S([CH2:37][N+:38]#[C-])(=O)=O)=CC=1.CCO. Product: [C:7]([O:11][C:12](=[O:26])[NH:13][CH2:14][C:15]12[CH2:24][CH:19]3[CH2:20][CH:21]([CH2:23][CH:17]([CH:18]3[C:37]#[N:38])[CH2:16]1)[CH2:22]2)([CH3:10])([CH3:9])[CH3:8]. The catalyst class is: 57. (4) Reactant: [F:1][C:2]1[CH:22]=[CH:21][C:5]([CH2:6][N:7]2[C:11](=[O:12])[N:10]([C:13]3[S:14][C:15]([C:19]#[N:20])=[C:16]([CH3:18])[N:17]=3)[CH:9]=[N:8]2)=[CH:4][CH:3]=1.[N-:23]=[N+:24]=[N-:25].[Na+].[Cl-].[NH4+]. Product: [F:1][C:2]1[CH:22]=[CH:21][C:5]([CH2:6][N:7]2[C:11](=[O:12])[N:10]([C:13]3[S:14][C:15]([C:19]4[N:23]=[N:24][NH:25][N:20]=4)=[C:16]([CH3:18])[N:17]=3)[CH:9]=[N:8]2)=[CH:4][CH:3]=1. The catalyst class is: 9. (5) Reactant: [C:1]([O:5][C:6]([NH:8][C@H:9]([CH2:36][C:37]1[CH:42]=[C:41]([F:43])[C:40]([F:44])=[CH:39][C:38]=1[F:45])[CH2:10][C:11]([N:13]1[CH2:17][CH2:16][S:15][CH:14]1[C:18]([NH:20][CH2:21][C:22]1[CH:35]=[CH:34][C:25]([O:26][CH:27]([CH:31]([CH3:33])[CH3:32])[C:28]([OH:30])=[O:29])=[CH:24][CH:23]=1)=[O:19])=[O:12])=[O:7])([CH3:4])([CH3:3])[CH3:2].[C:46]([O-])([O-])=O.[K+].[K+].IC[CH2:54][C:55]([CH3:60])([CH3:59])[C:56]([O-:58])=[O:57]. Product: [C:1]([O:5][C:6]([NH:8][C@H:9]([CH2:36][C:37]1[CH:42]=[C:41]([F:43])[C:40]([F:44])=[CH:39][C:38]=1[F:45])[CH2:10][C:11]([N:13]1[CH2:17][CH2:16][S:15][CH:14]1[C:18]([NH:20][CH2:21][C:22]1[CH:23]=[CH:24][C:25]([O:26][CH:27]([CH:31]([CH3:32])[CH3:33])[C:28]([O:30][CH2:46][O:58][C:56](=[O:57])[C:55]([CH3:60])([CH3:59])[CH3:54])=[O:29])=[CH:34][CH:35]=1)=[O:19])=[O:12])=[O:7])([CH3:3])([CH3:4])[CH3:2]. The catalyst class is: 44. (6) The catalyst class is: 249. Product: [CH3:41][O:40][C:38](=[O:39])[CH2:37][C@:20]12[CH2:23][C@@H:24]([O:26][CH2:27][C:28]3[CH:33]=[CH:32][C:31]([Br:34])=[CH:30][CH:29]=3)[CH2:25][N:19]1[C:18](=[O:35])[N:17]([C:12]1[CH:13]=[C:14]([Cl:16])[CH:15]=[C:10]([Cl:9])[CH:11]=1)[C:21]2=[O:22]. Reactant: [Li+].CC([N-]C(C)C)C.[Cl:9][C:10]1[CH:11]=[C:12]([N:17]2[C:21](=[O:22])[C@H:20]3[CH2:23][C@@H:24]([O:26][CH2:27][C:28]4[CH:33]=[CH:32][C:31]([Br:34])=[CH:30][CH:29]=4)[CH2:25][N:19]3[C:18]2=[O:35])[CH:13]=[C:14]([Cl:16])[CH:15]=1.Br[CH2:37][C:38]([O:40][CH3:41])=[O:39]. (7) Product: [C:1]([C:4]1[C:8]([CH3:9])=[CH:7][N:6]([C:10]2[CH:17]=[CH:16][C:13]([C:14]([NH2:15])=[O:29])=[C:12]([NH:18][CH:19]([CH3:23])[CH2:20][O:21][CH3:22])[CH:11]=2)[C:5]=1[CH3:24])(=[O:3])[CH3:2]. The catalyst class is: 829. Reactant: [C:1]([C:4]1[C:8]([CH3:9])=[CH:7][N:6]([C:10]2[CH:17]=[CH:16][C:13]([C:14]#[N:15])=[C:12]([NH:18][CH:19]([CH3:23])[CH2:20][O:21][CH3:22])[CH:11]=2)[C:5]=1[CH3:24])(=[O:3])[CH3:2].[OH-].[K+].C([OH:29])C.OO. (8) Reactant: [F:1][C:2]1[CH:3]=[C:4]([C:12]([C:21]2[CH:26]=[CH:25][C:24]([O:27][CH3:28])=[CH:23][N:22]=2)([NH2:20])[CH2:13][C:14]2[CH:19]=[CH:18][CH:17]=[CH:16][CH:15]=2)[CH:5]=[C:6]([C:8]([F:11])([F:10])[F:9])[CH:7]=1.C([O-])([O-])=O.[K+].[K+].Cl[C:36]([O:38][C:39]([CH3:41])=[CH2:40])=[O:37]. Product: [F:1][C:2]1[CH:3]=[C:4]([C:12]([NH:20][C:36](=[O:37])[O:38][C:39]([CH3:41])=[CH2:40])([C:21]2[CH:26]=[CH:25][C:24]([O:27][CH3:28])=[CH:23][N:22]=2)[CH2:13][C:14]2[CH:19]=[CH:18][CH:17]=[CH:16][CH:15]=2)[CH:5]=[C:6]([C:8]([F:11])([F:9])[F:10])[CH:7]=1. The catalyst class is: 1.